From a dataset of Full USPTO retrosynthesis dataset with 1.9M reactions from patents (1976-2016). Predict the reactants needed to synthesize the given product. The reactants are: Cl[CH2:2][CH2:3][CH2:4][CH2:5][N:6]1[CH2:11][CH2:10][C:9]2[C:12]([C:23]#[N:24])=[N:13][N:14]([C:15]3[CH:20]=[CH:19][C:18]([O:21][CH3:22])=[CH:17][CH:16]=3)[C:8]=2[C:7]1=[O:25].[Br-].[K+].[NH:28]1[CH2:33][CH2:32][CH2:31][CH2:30][C:29]1=[O:34].[H-].[Na+].[Br-]. Given the product [CH3:22][O:21][C:18]1[CH:19]=[CH:20][C:15]([N:14]2[C:8]3[C:7](=[O:25])[N:6]([CH2:5][CH2:4][CH2:3][CH2:2][N:28]4[CH2:33][CH2:32][CH2:31][CH2:30][C:29]4=[O:34])[CH2:11][CH2:10][C:9]=3[C:12]([C:23]#[N:24])=[N:13]2)=[CH:16][CH:17]=1, predict the reactants needed to synthesize it.